From a dataset of Catalyst prediction with 721,799 reactions and 888 catalyst types from USPTO. Predict which catalyst facilitates the given reaction. (1) Reactant: C(NC(C)C)(C)C.C([Li])CCC.[Br:13][C:14]1[CH:19]=[C:18]([Cl:20])[CH:17]=[CH:16][C:15]=1[F:21].[C:22](=[O:24])=[O:23]. Product: [Br:13][C:14]1[C:15]([F:21])=[C:16]([CH:17]=[C:18]([Cl:20])[CH:19]=1)[C:22]([OH:24])=[O:23]. The catalyst class is: 1. (2) Reactant: [Cl:1][C:2]1[CH:3]=[C:4]([N+:10]([O-])=O)[C:5]([C:8]#[N:9])=[N:6][CH:7]=1.[OH-].[NH4+].S(S([O-])=O)([O-])=[O:16].[Na+].[Na+]. Product: [NH2:10][C:4]1[C:5]([C:8]([NH2:9])=[O:16])=[N:6][CH:7]=[C:2]([Cl:1])[CH:3]=1. The catalyst class is: 6. (3) Reactant: [C:1]1([CH3:37])[CH:6]=[CH:5][CH:4]=[CH:3][C:2]=1[O:7][C:8]1[CH:13]=[CH:12][CH:11]=[CH:10][C:9]=1[C@:14]([C@@H:22]1[CH2:27][CH2:26][CH2:25][N:24]([C:28]([C@@H:30]2[CH2:34][C@@H:33]([OH:35])[C@H:32](N)[CH2:31]2)=[O:29])[CH2:23]1)([OH:21])[CH2:15][CH2:16][CH2:17][CH2:18][O:19][CH3:20].[CH2:38]=O.[OH-].[K+].[BH3-][C:43]#[N:44].[Na+]. Product: [C:1]1([CH3:37])[CH:6]=[CH:5][CH:4]=[CH:3][C:2]=1[O:7][C:8]1[CH:13]=[CH:12][CH:11]=[CH:10][C:9]=1[C@:14]([C@@H:22]1[CH2:27][CH2:26][CH2:25][N:24]([C:28]([C@@H:30]2[CH2:34][C@@H:33]([OH:35])[C@H:32]([N:44]([CH3:43])[CH3:38])[CH2:31]2)=[O:29])[CH2:23]1)([OH:21])[CH2:15][CH2:16][CH2:17][CH2:18][O:19][CH3:20]. The catalyst class is: 5. (4) Reactant: [Br:1][C:2]1[CH:3]=[C:4]2[C:9](=[CH:10][CH:11]=1)[N:8]=[CH:7][N:6]=[C:5]2Cl.[CH2:13]([O:15][C:16]([C:18]1[CH:19]=[C:20](B(O)O)[CH:21]=[C:22]([F:24])[CH:23]=1)=[O:17])[CH3:14].[O-]P([O-])([O-])=O.[K+].[K+].[K+]. Product: [CH2:13]([O:15][C:16](=[O:17])[C:18]1[CH:23]=[C:22]([F:24])[CH:21]=[C:20]([C:5]2[C:4]3[C:9](=[CH:10][CH:11]=[C:2]([Br:1])[CH:3]=3)[N:8]=[CH:7][N:6]=2)[CH:19]=1)[CH3:14]. The catalyst class is: 235.